From a dataset of Forward reaction prediction with 1.9M reactions from USPTO patents (1976-2016). Predict the product of the given reaction. (1) Given the reactants Cl[C:2]1[N:7]=[C:6]([CH3:8])[N:5]=[C:4]([CH:9]2[CH2:14][CH2:13][CH2:12][N:11]([C:15]([O:17]C(C)(C)C)=O)[CH2:10]2)[CH:3]=1.CC1(C)C(C)(C)OB([C:30]2[C:31]([C:37]([F:40])([F:39])[F:38])=[N:32][C:33]([NH2:36])=[N:34][CH:35]=2)O1.C(=O)([O-])[O-].[K+].[K+].O.Cl.O1CCOCC1.C(O)(=O)[C:57]1[CH:62]=[CH:61][CH:60]=[CH:59][CH:58]=1.CN(C(ON1N=NC2C=CC=CC1=2)=[N+](C)C)C.F[P-](F)(F)(F)(F)F.C(N(CC)CC)C, predict the reaction product. The product is: [NH2:36][C:33]1[N:32]=[C:31]([C:37]([F:38])([F:39])[F:40])[C:30]([C:2]2[N:7]=[C:6]([CH3:8])[N:5]=[C:4]([CH:9]3[CH2:14][CH2:13][CH2:12][N:11]([C:15]([C:57]4[CH:62]=[CH:61][CH:60]=[CH:59][CH:58]=4)=[O:17])[CH2:10]3)[CH:3]=2)=[CH:35][N:34]=1. (2) Given the reactants C(OC([NH:8][C@@H:9]([CH:47]([CH3:49])[CH3:48])[C:10]([O:12][CH2:13][N:14]1[CH:19]=[C:18]([F:20])[CH:17]=[C:16]([C:21]2[CH:26]=[C:25](/[CH:27]=[CH:28]/[C:29]3[CH:34]=[CH:33][C:32]([NH:35][S:36]([CH3:39])(=[O:38])=[O:37])=[CH:31][CH:30]=3)[C:24]([O:40][CH3:41])=[C:23]([C:42]([CH3:45])([CH3:44])[CH3:43])[CH:22]=2)[C:15]1=[O:46])=[O:11])=O)(C)(C)C.Cl.O1CCOCC1, predict the reaction product. The product is: [C:42]([C:23]1[CH:22]=[C:21]([C:16]2[C:15](=[O:46])[N:14]([CH2:13][O:12][C:10](=[O:11])[C@@H:9]([NH2:8])[CH:47]([CH3:48])[CH3:49])[CH:19]=[C:18]([F:20])[CH:17]=2)[CH:26]=[C:25](/[CH:27]=[CH:28]/[C:29]2[CH:34]=[CH:33][C:32]([NH:35][S:36]([CH3:39])(=[O:38])=[O:37])=[CH:31][CH:30]=2)[C:24]=1[O:40][CH3:41])([CH3:43])([CH3:45])[CH3:44]. (3) Given the reactants [C:1]([C:5]1[CH:9]=[C:8]([NH:10][C:11]([NH:13][C:14]2[CH:19]=[CH:18][CH:17]=[C:16]([O:20][C:21]3[CH:22]=[N:23][CH:24]=[CH:25][CH:26]=3)[CH:15]=2)=[O:12])[N:7]([C:27]2[CH:28]=[C:29]3[C:34](=[CH:35][CH:36]=2)[CH2:33][NH:32][CH:31]([C:37](OC)=[O:38])[CH2:30]3)[N:6]=1)([CH3:4])([CH3:3])[CH3:2].[NH2:41][CH2:42][CH:43]([OH:46])[CH2:44][OH:45], predict the reaction product. The product is: [OH:46][CH:43]([CH2:44][OH:45])[CH2:42][NH:41][C:37]([CH:31]1[CH2:30][C:29]2[C:34](=[CH:35][CH:36]=[C:27]([N:7]3[C:8]([NH:10][C:11]([NH:13][C:14]4[CH:19]=[CH:18][CH:17]=[C:16]([O:20][C:21]5[CH:22]=[N:23][CH:24]=[CH:25][CH:26]=5)[CH:15]=4)=[O:12])=[CH:9][C:5]([C:1]([CH3:4])([CH3:3])[CH3:2])=[N:6]3)[CH:28]=2)[CH2:33][NH:32]1)=[O:38]. (4) Given the reactants [NH2:1][CH2:2][C:3]1[CH:4]=[C:5]([C:9]2[CH:10]=[C:11]([NH:18][C:19]3[CH:24]=[CH:23][CH:22]=[C:21]([N:25]4[CH2:29][CH2:28][CH2:27][C@@H:26]4[CH3:30])[N:20]=3)[C:12]3[N:13]([N:15]=[CH:16][N:17]=3)[CH:14]=2)[CH:6]=[CH:7][CH:8]=1.O=[C:32]1[CH2:37][CH2:36][N:35]([C:38]([O:40][C:41]([CH3:44])([CH3:43])[CH3:42])=[O:39])[CH2:34][CH2:33]1.C(O[BH-](OC(=O)C)OC(=O)C)(=O)C.[Na+].CC(O)=O, predict the reaction product. The product is: [CH3:30][C@H:26]1[CH2:27][CH2:28][CH2:29][N:25]1[C:21]1[N:20]=[C:19]([NH:18][C:11]2[C:12]3[N:13]([N:15]=[CH:16][N:17]=3)[CH:14]=[C:9]([C:5]3[CH:4]=[C:3]([CH:8]=[CH:7][CH:6]=3)[CH2:2][NH:1][CH:32]3[CH2:37][CH2:36][N:35]([C:38]([O:40][C:41]([CH3:44])([CH3:43])[CH3:42])=[O:39])[CH2:34][CH2:33]3)[CH:10]=2)[CH:24]=[CH:23][CH:22]=1. (5) Given the reactants [Br:1][C:2]1[CH:3]=[N:4][N:5]2[CH:10]=[CH:9][C:8](Cl)=[N:7][C:6]=12.[C:12]([O:16][C:17]([N:19]1[CH2:24][CH2:23][NH:22][CH2:21][CH2:20]1)=[O:18])([CH3:15])([CH3:14])[CH3:13].C(N(C(C)C)CC)(C)C, predict the reaction product. The product is: [Br:1][C:2]1[CH:3]=[N:4][N:5]2[CH:10]=[CH:9][C:8]([N:22]3[CH2:21][CH2:20][N:19]([C:17]([O:16][C:12]([CH3:15])([CH3:14])[CH3:13])=[O:18])[CH2:24][CH2:23]3)=[N:7][C:6]=12. (6) Given the reactants [CH3:1][C:2]1([CH3:32])[C:6](=[O:7])[N:5]([C:8]2[CH:9]=[CH:10][C:11]([O:19][C:20]([F:23])([F:22])[F:21])=[C:12]([NH:14][C:15](=[O:18])[CH2:16]Cl)[CH:13]=2)[C:4](=[O:24])[N:3]1[CH2:25][C:26]1[CH:31]=[CH:30][N:29]=[CH:28][CH:27]=1.[CH3:33][CH:34]1[CH2:39][CH2:38][NH:37][CH2:36][CH2:35]1, predict the reaction product. The product is: [CH3:1][C:2]1([CH3:32])[C:6](=[O:7])[N:5]([C:8]2[CH:9]=[CH:10][C:11]([O:19][C:20]([F:23])([F:22])[F:21])=[C:12]([NH:14][C:15](=[O:18])[CH2:16][N:37]3[CH2:38][CH2:39][CH:34]([CH3:33])[CH2:35][CH2:36]3)[CH:13]=2)[C:4](=[O:24])[N:3]1[CH2:25][C:26]1[CH:31]=[CH:30][N:29]=[CH:28][CH:27]=1. (7) Given the reactants [CH3:1][N:2]1[C:10]2[C:5](=[CH:6][CH:7]=[C:8](B3OC(C)(C)C(C)(C)O3)[CH:9]=2)[C:4]([CH3:21])([CH3:20])[C:3]1=[O:22].Br[C:24]1[CH:33]=[N:32][C:27]2[O:28][CH2:29][CH2:30][NH:31][C:26]=2[CH:25]=1, predict the reaction product. The product is: [NH:31]1[CH2:30][CH2:29][O:28][C:27]2[N:32]=[CH:33][C:24]([C:8]3[CH:9]=[C:10]4[C:5]([C:4]([CH3:20])([CH3:21])[C:3](=[O:22])[N:2]4[CH3:1])=[CH:6][CH:7]=3)=[CH:25][C:26]1=2. (8) Given the reactants [CH2:1]([O:4][CH2:5][CH2:6][OH:7])[CH:2]=[CH2:3].[CH2:8]1[CH:12]2[CH:13]3C=CC([CH:11]2C=[CH:9]1)C3, predict the reaction product. The product is: [OH:7][CH2:6][CH2:5][O:4][CH2:1][CH:2]1[CH2:11][CH:12]2[CH2:13][CH:3]1[CH:9]=[CH:8]2.